Dataset: Reaction yield outcomes from USPTO patents with 853,638 reactions. Task: Predict the reaction yield, written as a fraction of the theoretical maximum amount of product (1.0 means a 100% yield; for example, 0.34 means a 34% yield). (1) The reactants are C[C:2]1[C:3]([NH2:11])=[C:4]([CH:8]=[CH:9][CH:10]=1)[C:5]([OH:7])=[O:6].[CH3:12]CN(CC)CC.[N+:19]([C:22]1[CH:23]=[C:24]([CH:28]=[CH:29][CH:30]=1)[C:25](Cl)=[O:26])([O-:21])=[O:20]. The catalyst is C(Cl)Cl. The product is [N+:19]([C:22]1[CH:23]=[C:24]([CH:28]=[CH:29][CH:30]=1)[C:25]([NH:11][C:3]1[CH:2]=[CH:10][CH:9]=[CH:8][C:4]=1[C:5]([O:7][CH3:12])=[O:6])=[O:26])([O-:21])=[O:20]. The yield is 0.730. (2) The reactants are [CH3:1][O:2][CH2:3][CH2:4][N:5]([CH3:20])[CH2:6][CH2:7][CH2:8][N:9]1C(=O)C2C(=CC=CC=2)C1=O. The catalyst is CCO. The product is [CH3:1][O:2][CH2:3][CH2:4][N:5]([CH3:20])[CH2:6][CH2:7][CH2:8][NH2:9]. The yield is 0.950. (3) The product is [NH:1]1[C:11]2[C:6](=[CH:7][CH:8]=[CH:9][CH:10]=2)[C:4]([C:2]([OH:23])=[O:12])=[N:14]1. The yield is 0.310. The reactants are [NH:1]1[C:11]2[C:6](=[CH:7][CH:8]=[CH:9][CH:10]=2)[C:4](=O)[C:2]1=O.[OH-:12].[Na+].[N:14]([O-])=O.[Na+].OS(O)(=O)=O.[OH2:23].O.[Sn](Cl)Cl. The catalyst is O.Cl. (4) The reactants are C([O:8][NH:9][C:10](=[O:31])[CH:11]([N:15]1[C:19](=[O:20])[CH:18]([CH2:21][O:22][C:23]2[CH:28]=[CH:27][C:26]([Br:29])=[CH:25][CH:24]=2)[NH:17][C:16]1=[O:30])[CH:12]([CH3:14])[CH3:13])C1C=CC=CC=1. The catalyst is CO.[Pd]. The product is [Br:29][C:26]1[CH:25]=[CH:24][C:23]([O:22][CH2:21][CH:18]2[C:19](=[O:20])[N:15]([CH:11]([CH:12]([CH3:14])[CH3:13])[C:10]([NH:9][OH:8])=[O:31])[C:16](=[O:30])[NH:17]2)=[CH:28][CH:27]=1. The yield is 0.520. (5) The reactants are [O:1]=[S:2]1(=[O:30])[CH2:7][CH2:6][N:5]([C:8]([C:10]2[NH:11][C:12]3[C:17]([CH:18]=2)=[CH:16][C:15]([C:19]([N:21]2[CH2:26][CH2:25][N:24]([CH:27]([CH3:29])[CH3:28])[CH2:23][CH2:22]2)=[O:20])=[CH:14][CH:13]=3)=[O:9])[CH2:4][CH2:3]1.[Cl:31][C:32]1[CH:37]=[C:36](B(O)O)[CH:35]=[CH:34][N:33]=1.N1C=CC=CC=1. The catalyst is C([O-])(=O)C.[Cu+2].C([O-])(=O)C.C(Cl)(Cl)Cl. The product is [Cl:31][C:32]1[CH:37]=[C:36]([N:11]2[C:12]3[C:17](=[CH:16][C:15]([C:19]([N:21]4[CH2:22][CH2:23][N:24]([CH:27]([CH3:28])[CH3:29])[CH2:25][CH2:26]4)=[O:20])=[CH:14][CH:13]=3)[CH:18]=[C:10]2[C:8]([N:5]2[CH2:6][CH2:7][S:2](=[O:1])(=[O:30])[CH2:3][CH2:4]2)=[O:9])[CH:35]=[CH:34][N:33]=1. The yield is 0.100. (6) The reactants are [NH2:1][C:2]1[CH:10]=[C:9]2[C:5]([CH2:6][O:7][C:8]2=[C:11]2[C:19]3[C:14](=[CH:15][CH:16]=[CH:17][CH:18]=3)[NH:13][C:12]2=[O:20])=[CH:4][CH:3]=1.C(N(CC)C(C)C)(C)C.[Cl:30][CH2:31][CH2:32][CH2:33][C:34](Cl)=[O:35]. The catalyst is C1COCC1. The product is [Cl:30][CH2:31][CH2:32][CH2:33][C:34]([NH:1][C:2]1[CH:10]=[C:9]2[C:5](=[CH:4][CH:3]=1)[CH2:6][O:7][C:8]2=[C:11]1[C:19]2[C:14](=[CH:15][CH:16]=[CH:17][CH:18]=2)[NH:13][C:12]1=[O:20])=[O:35]. The yield is 0.840. (7) The reactants are [CH2:1]([Li])[CH2:2][CH2:3][CH3:4].C(N[CH:10]([CH3:12])[CH3:11])(C)C.[CH2:13]([O:17][P:18]([C:25]1[CH:29]=[CH:28][S:27][CH:26]=1)([O:20][CH2:21][CH2:22][CH2:23][CH3:24])=[O:19])[CH2:14][CH2:15][CH3:16].[CH2:30]([Sn:34](Cl)([CH2:39][CH2:40][CH2:41][CH3:42])[CH2:35][CH2:36][CH2:37][CH3:38])[CH2:31][CH2:32][CH3:33].P([O-])([O-])(O)=O.[Na+].[Na+].P([O-])(O)(O)=O.[Na+]. The catalyst is C1COCC1. The product is [CH2:13]([O:17][P:18]([C:25]1[CH:29]=[C:28]([Sn:34]([CH2:39][CH2:40][CH2:41][CH3:42])([CH2:35][CH2:36][CH2:37][CH3:38])[CH2:30][CH2:31][CH2:32][CH3:33])[S:27][C:26]=1[Sn:34]([CH2:35][CH2:12][CH2:10][CH3:11])([CH2:30][CH2:31][CH2:32][CH3:33])[CH2:1][CH2:2][CH2:3][CH3:4])([O:20][CH2:21][CH2:22][CH2:23][CH3:24])=[O:19])[CH2:14][CH2:15][CH3:16]. The yield is 0.800.